This data is from Peptide-MHC class I binding affinity with 185,985 pairs from IEDB/IMGT. The task is: Regression. Given a peptide amino acid sequence and an MHC pseudo amino acid sequence, predict their binding affinity value. This is MHC class I binding data. (1) The peptide sequence is AVFGVVAIV. The MHC is HLA-A02:01 with pseudo-sequence HLA-A02:01. The binding affinity (normalized) is 0.490. (2) The peptide sequence is VFFNVSVL. The MHC is H-2-Db with pseudo-sequence H-2-Db. The binding affinity (normalized) is 0.0763.